Dataset: Reaction yield outcomes from USPTO patents with 853,638 reactions. Task: Predict the reaction yield, written as a fraction of the theoretical maximum amount of product (1.0 means a 100% yield; for example, 0.34 means a 34% yield). (1) The product is [Cl:3][C:4]1[C:9]2[O:10][CH2:11][O:12][C:8]=2[CH:7]=[C:6]([C:13]([C@H:15]2[CH2:17][C@@H:16]2[C:18]([OH:20])=[O:19])=[O:14])[CH:5]=1. The yield is 0.180. The catalyst is O1CCOCC1. The reactants are [OH-].[Na+].[Cl:3][C:4]1[C:9]2[O:10][CH2:11][O:12][C:8]=2[CH:7]=[C:6]([C:13]([C@H:15]2[CH2:17][C@@H:16]2[C:18]([O:20]C)=[O:19])=[O:14])[CH:5]=1.Cl. (2) The reactants are [F:1][C:2]1[CH:7]=[CH:6][C:5]([C:8]2[N:13]=[CH:12][C:11]([NH:14][C:15]([NH:17][CH2:18][CH2:19][CH2:20][CH2:21][N:22]3[CH2:27][CH2:26][CH2:25][CH2:24][CH2:23]3)=[O:16])=[CH:10][CH:9]=2)=[CH:4][CH:3]=1.[ClH:28]. The catalyst is C(Cl)Cl. The product is [ClH:28].[F:1][C:2]1[CH:3]=[CH:4][C:5]([C:8]2[N:13]=[CH:12][C:11]([NH:14][C:15]([NH:17][CH2:18][CH2:19][CH2:20][CH2:21][N:22]3[CH2:23][CH2:24][CH2:25][CH2:26][CH2:27]3)=[O:16])=[CH:10][CH:9]=2)=[CH:6][CH:7]=1. The yield is 0.800. (3) The reactants are [Cl:1][C:2]1[CH:7]=[CH:6][C:5]([NH:8][C:9]([NH:11][C:12]2[CH:17]=[CH:16][C:15]([O:18][C:19]3[CH:24]=[CH:23][N+:22]([O-])=[CH:21][CH:20]=3)=[CH:14][CH:13]=2)=[O:10])=[CH:4][C:3]=1[C:26]([F:29])([F:28])[F:27].C[Si]([C:34]#[N:35])(C)C.CN(C)C(Cl)=O.C(=O)([O-])[O-].[Na+].[Na+]. The catalyst is CN(C=O)C. The product is [Cl:1][C:2]1[CH:7]=[CH:6][C:5]([NH:8][C:9]([NH:11][C:12]2[CH:17]=[CH:16][C:15]([O:18][C:19]3[CH:24]=[CH:23][N:22]=[C:21]([C:34]#[N:35])[CH:20]=3)=[CH:14][CH:13]=2)=[O:10])=[CH:4][C:3]=1[C:26]([F:29])([F:28])[F:27]. The yield is 0.880. (4) The reactants are [F:1][C:2]1[CH:8]=[C:7]([F:9])[CH:6]=[CH:5][C:3]=1[NH2:4].C([O-])(O)=O.[Na+].[CH3:15][C:16]([O:19][C:20](O[C:20]([O:19][C:16]([CH3:18])([CH3:17])[CH3:15])=[O:21])=[O:21])([CH3:18])[CH3:17]. The catalyst is O1CCOCC1.O. The product is [C:16]([O:19][C:20](=[O:21])[NH:4][C:3]1[CH:5]=[CH:6][C:7]([F:9])=[CH:8][C:2]=1[F:1])([CH3:18])([CH3:17])[CH3:15]. The yield is 0.357. (5) The reactants are C(=O)([O-])[O-].[K+].[K+].I[CH2:8][CH2:9][CH3:10].[CH2:11]([O:13][C:14]([C:16]1[N:17]=[C:18]([CH2:21][C:22]2[CH:27]=[CH:26][C:25]([Br:28])=[CH:24][CH:23]=2)[NH:19][CH:20]=1)=[O:15])[CH3:12].CN(C=O)C. The catalyst is CCOC(C)=O. The product is [CH2:11]([O:13][C:14]([C:16]1[N:17]=[C:18]([CH2:21][C:22]2[CH:23]=[CH:24][C:25]([Br:28])=[CH:26][CH:27]=2)[N:19]([CH2:8][CH2:9][CH3:10])[CH:20]=1)=[O:15])[CH3:12].[CH2:11]([O:13][C:14]([C:16]1[N:17]([CH2:8][CH2:9][CH3:10])[C:18]([CH2:21][C:22]2[CH:23]=[CH:24][C:25]([Br:28])=[CH:26][CH:27]=2)=[N:19][CH:20]=1)=[O:15])[CH3:12]. The yield is 0.336.